From a dataset of Reaction yield outcomes from USPTO patents with 853,638 reactions. Predict the reaction yield, written as a fraction of the theoretical maximum amount of product (1.0 means a 100% yield; for example, 0.34 means a 34% yield). (1) The reactants are [CH:1]1([C:7]2[C:15]3[C:10](=[CH:11][C:12]([C:16]([O:18][CH3:19])=[O:17])=[CH:13][CH:14]=3)[NH:9][C:8]=2[C:20]2[CH:25]=[CH:24][CH:23]=[C:22]([N+:26]([O-:28])=[O:27])[C:21]=2[O:29][CH2:30][CH2:31][O:32]C2CCCCO2)[CH2:6][CH2:5][CH2:4][CH2:3][CH2:2]1.Cl.[OH-].[Na+].C(=O)([O-])O.[Na+]. The catalyst is O1CCCC1.CO. The product is [CH:1]1([C:7]2[C:15]3[C:10](=[CH:11][C:12]([C:16]([O:18][CH3:19])=[O:17])=[CH:13][CH:14]=3)[NH:9][C:8]=2[C:20]2[CH:25]=[CH:24][CH:23]=[C:22]([N+:26]([O-:28])=[O:27])[C:21]=2[O:29][CH2:30][CH2:31][OH:32])[CH2:6][CH2:5][CH2:4][CH2:3][CH2:2]1. The yield is 0.910. (2) The reactants are [CH2:1]([O:8][C:9]([NH:11][CH2:12][CH2:13][CH2:14][CH2:15][C:16]1[CH:26]=[CH:25][C:19]([O:20][CH2:21][C:22]([OH:24])=[O:23])=[CH:18][CH:17]=1)=[O:10])[C:2]1[CH:7]=[CH:6][CH:5]=[CH:4][CH:3]=1.CCN=C=NCCCN(C)C.Cl.[C:39]([O:43][C:44](=[O:49])[NH:45][CH2:46][CH2:47]O)([CH3:42])([CH3:41])[CH3:40]. The catalyst is C(Cl)Cl.CN(C1C=CN=CC=1)C. The product is [C:39]([O:43][C:44]([NH:45][CH2:46][CH2:47][O:23][C:22](=[O:24])[CH2:21][O:20][C:19]1[CH:18]=[CH:17][C:16]([CH2:15][CH2:14][CH2:13][CH2:12][NH:11][C:9]([O:8][CH2:1][C:2]2[CH:3]=[CH:4][CH:5]=[CH:6][CH:7]=2)=[O:10])=[CH:26][CH:25]=1)=[O:49])([CH3:42])([CH3:41])[CH3:40]. The yield is 0.480. (3) The reactants are [C:1]([C:3]1[CH:12]=[CH:11][C:6]([C:7]([O:9][CH3:10])=[O:8])=[CH:5][CH:4]=1)#[N:2].[C:13]([Cl:16])(=[O:15])[CH3:14]. The catalyst is CCO. The product is [ClH:16].[CH2:13]([O:15][C:1](=[NH:2])[C:3]1[CH:12]=[CH:11][C:6]([C:7]([O:9][CH3:10])=[O:8])=[CH:5][CH:4]=1)[CH3:14]. The yield is 0.850. (4) The reactants are [CH2:1]([O:3][C:4]1[CH:5]=[C:6]([C:13]2[O:17][N:16]=[C:15]([C:18]3[CH:26]=[CH:25][CH:24]=[C:23]4[C:19]=3[CH2:20][CH2:21][N:22]4[CH2:27][C:28]3([NH:36][C:37](=[O:43])[O:38][C:39]([CH3:42])([CH3:41])[CH3:40])[CH2:33][O:32][C:31]([CH3:35])([CH3:34])[O:30][CH2:29]3)[N:14]=2)[CH:7]=[CH:8][C:9]=1[O:10][CH2:11][CH3:12])[CH3:2].[O-]S([O-])(=O)=O.[Mg+2]. The catalyst is ClCCCl.C(Cl)Cl.O=[Mn]=O. The product is [CH2:1]([O:3][C:4]1[CH:5]=[C:6]([C:13]2[O:17][N:16]=[C:15]([C:18]3[CH:26]=[CH:25][CH:24]=[C:23]4[C:19]=3[CH:20]=[CH:21][N:22]4[CH2:27][C:28]3([NH:36][C:37](=[O:43])[O:38][C:39]([CH3:40])([CH3:42])[CH3:41])[CH2:29][O:30][C:31]([CH3:34])([CH3:35])[O:32][CH2:33]3)[N:14]=2)[CH:7]=[CH:8][C:9]=1[O:10][CH2:11][CH3:12])[CH3:2]. The yield is 0.280. (5) The reactants are [NH:1]1[CH2:9][CH2:8][CH:4]([C:5]([NH2:7])=[O:6])[CH2:3][CH2:2]1.S([O-])([O-])(=O)=O.[Na+].[Na+].[CH:17]([C:19]1[CH:52]=[CH:51][C:22]([C:23]([CH2:25][NH:26][CH2:27][CH2:28][N:29]2[CH2:34][CH2:33][CH:32]([O:35][C:36](=[O:50])[NH:37][C:38]3[CH:43]=[CH:42][CH:41]=[CH:40][C:39]=3[C:44]3[CH:49]=[CH:48][CH:47]=[CH:46][CH:45]=3)[CH2:31][CH2:30]2)=[O:24])=[CH:21][CH:20]=1)=O.C(O[BH-](OC(=O)C)OC(=O)C)(=O)C.[Na+]. The catalyst is C(O)(C)C.C(O)(=O)C. The product is [C:5]([CH:4]1[CH2:8][CH2:9][N:1]([CH2:17][C:19]2[CH:20]=[CH:21][C:22]([C:23]([CH2:25][NH:26][CH2:27][CH2:28][N:29]3[CH2:34][CH2:33][CH:32]([O:35][C:36](=[O:50])[NH:37][C:38]4[CH:43]=[CH:42][CH:41]=[CH:40][C:39]=4[C:44]4[CH:45]=[CH:46][CH:47]=[CH:48][CH:49]=4)[CH2:31][CH2:30]3)=[O:24])=[CH:51][CH:52]=2)[CH2:2][CH2:3]1)(=[O:6])[NH2:7]. The yield is 0.800.